This data is from Catalyst prediction with 721,799 reactions and 888 catalyst types from USPTO. The task is: Predict which catalyst facilitates the given reaction. (1) Reactant: [CH3:1][N:2]1[CH2:7][CH2:6][N:5]([CH2:8][C@@H:9]2[CH2:13][CH2:12][CH2:11][N:10]2S(C2C=CC(C)=CC=2)(=O)=O)[CH2:4][CH2:3]1.CCO.N.[Li]. Product: [CH3:1][N:2]1[CH2:3][CH2:4][N:5]([CH2:8][C@@H:9]2[CH2:13][CH2:12][CH2:11][NH:10]2)[CH2:6][CH2:7]1. The catalyst class is: 1. (2) Reactant: [F:1][C:2]1[CH:3]=[C:4]([N:8]2[C@@:12]3([CH2:17][CH2:16][N:15](C(OCC4C=CC=CC=4)=O)[C@@H:14]([CH3:28])[CH2:13]3)[C:11]([NH:29][CH3:30])=[CH:10][S:9]2(=[O:32])=[O:31])[CH:5]=[CH:6][CH:7]=1. The catalyst class is: 29. Product: [F:1][C:2]1[CH:3]=[C:4]([N:8]2[C@@:12]3([CH2:17][CH2:16][NH:15][C@@H:14]([CH3:28])[CH2:13]3)[C:11]([NH:29][CH3:30])=[CH:10][S:9]2(=[O:32])=[O:31])[CH:5]=[CH:6][CH:7]=1.